This data is from Forward reaction prediction with 1.9M reactions from USPTO patents (1976-2016). The task is: Predict the product of the given reaction. (1) Given the reactants [CH2:1]([O:8][C:9](=[O:26])[NH:10][CH:11]([C:20](=[O:25])N(OC)C)[CH:12]([CH3:19])[CH2:13][O:14][C:15]([CH3:18])([CH3:17])[CH3:16])[C:2]1[CH:7]=[CH:6][CH:5]=[CH:4][CH:3]=1.[H-].[Al+3].[Li+].[H-].[H-].[H-], predict the reaction product. The product is: [CH2:1]([O:8][C:9](=[O:26])[NH:10][CH:11]([CH:20]=[O:25])[CH:12]([CH3:19])[CH2:13][O:14][C:15]([CH3:18])([CH3:16])[CH3:17])[C:2]1[CH:3]=[CH:4][CH:5]=[CH:6][CH:7]=1. (2) Given the reactants [CH2:1]([O:8][C:9]1[CH:30]=[C:29]([O:31][CH2:32][C:33]2[CH:38]=[CH:37][CH:36]=[CH:35][CH:34]=2)[C:28]([C:39]([CH3:41])=[CH2:40])=[CH:27][C:10]=1[C:11]([NH:13][C:14]1[CH:19]=[CH:18][C:17]([CH2:20][N:21]2[CH2:26][CH2:25][O:24][CH2:23][CH2:22]2)=[CH:16][CH:15]=1)=[O:12])[C:2]1[CH:7]=[CH:6][CH:5]=[CH:4][CH:3]=1.[H-].[Na+].[CH3:44]I, predict the reaction product. The product is: [CH2:1]([O:8][C:9]1[CH:30]=[C:29]([O:31][CH2:32][C:33]2[CH:38]=[CH:37][CH:36]=[CH:35][CH:34]=2)[C:28]([C:39]([CH3:41])=[CH2:40])=[CH:27][C:10]=1[C:11]([N:13]([CH3:44])[C:14]1[CH:15]=[CH:16][C:17]([CH2:20][N:21]2[CH2:26][CH2:25][O:24][CH2:23][CH2:22]2)=[CH:18][CH:19]=1)=[O:12])[C:2]1[CH:3]=[CH:4][CH:5]=[CH:6][CH:7]=1. (3) Given the reactants N1C=CC=C[CH:2]=1.[P:7]([O:25][CH2:26][CH2:27][C:28]1[CH:33]=[CH:32][C:31]([OH:34])=[C:30]([O:35][CH3:36])[CH:29]=1)([O:17][CH2:18][C:19]1[CH:24]=[CH:23][CH:22]=[CH:21][CH:20]=1)([O:9][CH2:10][C:11]1[CH:16]=[CH:15][CH:14]=[CH:13][CH:12]=1)=[O:8].Cl[C:38](Cl)([O:40]C(=O)OC(Cl)(Cl)Cl)Cl.[F:49][C:50]([F:97])([F:96])[C:51]1[CH:52]=[C:53]([C@@H:61]([OH:95])[C@@H:62]([N:64]([CH2:72][C:73]2[CH:78]=[C:77]([C:79]([F:82])([F:81])[F:80])[CH:76]=[CH:75][C:74]=2[C:83]2[CH:88]=[C:87]([CH:89]([CH3:91])C)[C:86]([F:92])=[CH:85][C:84]=2[O:93][CH3:94])[C:65](=[O:71])[O:66][C:67]([CH3:70])([CH3:69])[CH3:68])[CH3:63])[CH:54]=[C:55]([C:57]([F:60])([F:59])[F:58])[CH:56]=1, predict the reaction product. The product is: [C:38](=[O:40])([O:95][C@H:61]([C:53]1[CH:52]=[C:51]([C:50]([F:97])([F:49])[F:96])[CH:56]=[C:55]([C:57]([F:59])([F:58])[F:60])[CH:54]=1)[C@@H:62]([N:64]([C:65]([O:66][C:67]([CH3:68])([CH3:69])[CH3:70])=[O:71])[CH2:72][C:73]1[CH:78]=[C:77]([C:79]([F:81])([F:82])[F:80])[CH:76]=[CH:75][C:74]=1[C:83]1[CH:88]=[C:87]([CH2:89][CH2:91][CH3:2])[C:86]([F:92])=[CH:85][C:84]=1[O:93][CH3:94])[CH3:63])[O:34][C:31]1[CH:32]=[CH:33][C:28]([CH2:27][CH2:26][O:25][P:7]([O:17][CH2:18][C:19]2[CH:24]=[CH:23][CH:22]=[CH:21][CH:20]=2)([O:9][CH2:10][C:11]2[CH:12]=[CH:13][CH:14]=[CH:15][CH:16]=2)=[O:8])=[CH:29][C:30]=1[O:35][CH3:36]. (4) Given the reactants [CH:1]1[C:13]2[CH2:12][C:11]3[C:6](=[CH:7][CH:8]=[CH:9][CH:10]=3)[C:5]=2[CH:4]=[CH:3][CH:2]=1.C[C:15]([CH3:18])([O-])[CH3:16].[K+].CN(C)C=O.[CH2:25](Cl)[CH:26]=[CH2:27], predict the reaction product. The product is: [CH2:16]([C:12]1([CH2:27][CH:26]=[CH2:25])[C:11]2[CH:10]=[CH:9][CH:8]=[CH:7][C:6]=2[C:5]2[C:13]1=[CH:1][CH:2]=[CH:3][CH:4]=2)[CH:15]=[CH2:18]. (5) The product is: [C:1]([O:5][C:6](=[O:18])[CH2:7][O:8][CH2:9][C:10]1[CH:15]=[CH:14][C:13]([CH3:16])=[C:12]([B:29]2[O:30][C:31]([CH3:33])([CH3:32])[C:27]([CH3:34])([CH3:26])[O:28]2)[CH:11]=1)([CH3:4])([CH3:3])[CH3:2]. Given the reactants [C:1]([O:5][C:6](=[O:18])[CH2:7][O:8][CH2:9][C:10]1[CH:15]=[CH:14][C:13]([CH3:16])=[C:12](I)[CH:11]=1)([CH3:4])([CH3:3])[CH3:2].C(N(CC)CC)C.[CH3:26][C:27]1([CH3:34])[C:31]([CH3:33])([CH3:32])[O:30][BH:29][O:28]1, predict the reaction product. (6) Given the reactants [CH:1]#[C:2][CH2:3][NH:4][C@H:5]1[C:9]2[CH:10]=[CH:11][CH:12]=[CH:13][C:8]=2[CH2:7][CH2:6]1.[P:14](=[O:18])([OH:17])([OH:16])[OH:15], predict the reaction product. The product is: [CH:1]#[C:2][CH2:3][NH:4][C@H:5]1[C:9]2[CH:10]=[CH:11][CH:12]=[CH:13][C:8]=2[CH2:7][CH2:6]1.[P:14]([O-:18])([O-:17])([O-:16])=[O:15].